From a dataset of Forward reaction prediction with 1.9M reactions from USPTO patents (1976-2016). Predict the product of the given reaction. The product is: [O:37]=[C:35]1[C:31]2([CH2:32][CH2:33][CH2:34][N:29]([C:40]([O:42][C:43]([CH3:44])([CH3:45])[CH3:46])=[O:41])[CH2:30]2)[CH:47]([C:48]2[CH:53]=[CH:52][CH:51]=[CH:50][CH:49]=2)[NH:54]1. Given the reactants [Li+].CC([N-]C(C)C)C.C1COCC1.CCCCCCC.C(C1C=CC=CC=1)C.[N:29]1([C:40]([O:42][C:43]([CH3:46])([CH3:45])[CH3:44])=[O:41])[CH2:34][CH2:33][CH2:32][CH:31]([C:35]([O:37]CC)=O)[CH2:30]1.[CH:47](=[N:54][Si](C)(C)C)[C:48]1[CH:53]=[CH:52][CH:51]=[CH:50][CH:49]=1, predict the reaction product.